Dataset: Full USPTO retrosynthesis dataset with 1.9M reactions from patents (1976-2016). Task: Predict the reactants needed to synthesize the given product. (1) Given the product [CH2:1]([C@:4]1([CH2:56][CH:57]2[CH2:62][CH2:61][N:60]([C:63]([O:65][CH2:66][CH2:67][Si:68]([CH3:69])([CH3:71])[CH3:70])=[O:64])[CH2:59][CH2:58]2)[C:9](=[O:10])[O:8][C@H:7]([C:11]2[CH:16]=[CH:15][CH:14]=[CH:13][CH:12]=2)[C@H:6]([C:17]2[CH:22]=[CH:21][CH:20]=[CH:19][CH:18]=2)[N:5]1[C:23]([O:25][C:26]([CH3:29])([CH3:28])[CH3:27])=[O:24])[CH:2]=[CH2:3], predict the reactants needed to synthesize it. The reactants are: [CH2:1]([C@H:4]1[C:9](=[O:10])[O:8][C@H:7]([C:11]2[CH:16]=[CH:15][CH:14]=[CH:13][CH:12]=2)[C@H:6]([C:17]2[CH:22]=[CH:21][CH:20]=[CH:19][CH:18]=2)[N:5]1[C:23]([O:25][C:26]([CH3:29])([CH3:28])[CH3:27])=[O:24])[CH:2]=[CH2:3].C1OCCOCCOCCOCCOC1.C[Si]([N-][Si](C)(C)C)(C)C.[Na+].Br[CH2:56][CH:57]1[CH2:62][CH2:61][N:60]([C:63]([O:65][CH2:66][CH2:67][Si:68]([CH3:71])([CH3:70])[CH3:69])=[O:64])[CH2:59][CH2:58]1.[Cl-].[NH4+]. (2) The reactants are: [CH2:1]([O:8][C:9]1[CH:10]=[C:11]([CH:15]=[C:16]([OH:18])[CH:17]=1)[C:12]([OH:14])=[O:13])[C:2]1[CH:7]=[CH:6][CH:5]=[CH:4][CH:3]=1.[C:19](OC(=O)C)(=[O:21])[CH3:20]. Given the product [C:19]([O:18][C:16]1[CH:15]=[C:11]([CH:10]=[C:9]([O:8][CH2:1][C:2]2[CH:3]=[CH:4][CH:5]=[CH:6][CH:7]=2)[CH:17]=1)[C:12]([OH:14])=[O:13])(=[O:21])[CH3:20], predict the reactants needed to synthesize it. (3) Given the product [NH:5]=[C:4]1[CH2:3][N:2]([CH3:1])[C:15](=[O:16])[N:14]1[C:6]([C:7]1[CH:12]=[CH:11][CH:10]=[CH:9][CH:8]=1)=[O:13], predict the reactants needed to synthesize it. The reactants are: [CH3:1][NH:2][CH2:3][C:4]#[N:5].[C:6]([N:14]=[C:15]=[O:16])(=[O:13])[C:7]1[CH:12]=[CH:11][CH:10]=[CH:9][CH:8]=1. (4) Given the product [CH2:19]([NH:21][C:22]([NH:24][C:25]1[CH:30]=[CH:29][C:28]([C:2]2[N:3]=[C:4]([N:12]3[CH2:17][CH2:16][O:15][CH2:14][C@@H:13]3[CH3:18])[C:5]3[CH2:10][N:9]([CH3:11])[CH2:8][C:6]=3[N:7]=2)=[C:27]([F:40])[CH:26]=1)=[O:23])[CH3:20], predict the reactants needed to synthesize it. The reactants are: Cl[C:2]1[N:3]=[C:4]([N:12]2[CH2:17][CH2:16][O:15][CH2:14][C@@H:13]2[CH3:18])[C:5]2[CH2:10][N:9]([CH3:11])[CH2:8][C:6]=2[N:7]=1.[CH2:19]([NH:21][C:22]([NH:24][C:25]1[CH:30]=[CH:29][C:28](B2OC(C)(C)C(C)(C)O2)=[C:27]([F:40])[CH:26]=1)=[O:23])[CH3:20]. (5) Given the product [C:1]([C:5]1[O:9][N:8]=[C:7]([NH:10][C:11]([CH:13]2[O:18][CH2:17][CH2:16][N:15]([C:26](=[O:27])[C:25]3[CH:29]=[CH:30][C:22]([C:21]([F:20])([F:31])[F:32])=[CH:23][CH:24]=3)[CH2:14]2)=[O:12])[CH:6]=1)([CH3:4])([CH3:2])[CH3:3], predict the reactants needed to synthesize it. The reactants are: [C:1]([C:5]1[O:9][N:8]=[C:7]([NH:10][C:11]([CH:13]2[O:18][CH2:17][CH2:16][NH:15][CH2:14]2)=[O:12])[CH:6]=1)([CH3:4])([CH3:3])[CH3:2].Cl.[F:20][C:21]([F:32])([F:31])[C:22]1[CH:30]=[CH:29][C:25]([C:26](O)=[O:27])=[CH:24][CH:23]=1.C(N(CC)C(C)C)(C)C.P(Cl)(Cl)(Cl)=O. (6) Given the product [C:28]([NH:32][S:33]([C:36]1[CH:41]=[CH:40][CH:39]=[C:38]([C:2]2[CH:3]=[CH:4][CH:5]=[C:6]([C:8]3[N:13]=[C:12]([C:14]([F:15])([F:17])[F:16])[CH:11]=[C:10]([C:18]4[CH:23]=[CH:22][C:21]([C:24]([F:27])([F:25])[F:26])=[CH:20][CH:19]=4)[N:9]=3)[N:7]=2)[CH:37]=1)(=[O:35])=[O:34])([CH3:31])([CH3:30])[CH3:29], predict the reactants needed to synthesize it. The reactants are: Br[C:2]1[N:7]=[C:6]([C:8]2[N:13]=[C:12]([C:14]([F:17])([F:16])[F:15])[CH:11]=[C:10]([C:18]3[CH:23]=[CH:22][C:21]([C:24]([F:27])([F:26])[F:25])=[CH:20][CH:19]=3)[N:9]=2)[CH:5]=[CH:4][CH:3]=1.[C:28]([NH:32][S:33]([C:36]1[CH:37]=[C:38](B(O)O)[CH:39]=[CH:40][CH:41]=1)(=[O:35])=[O:34])([CH3:31])([CH3:30])[CH3:29]. (7) Given the product [CH3:20][N:22]([CH3:25])[C:23]([O:1][C:2]1[CH:3]=[C:4]([CH2:12][C:13]([OH:15])=[O:14])[CH:5]=[C:6]([C:8]([F:9])([F:10])[F:11])[CH:7]=1)=[S:18], predict the reactants needed to synthesize it. The reactants are: [OH:1][C:2]1[CH:3]=[C:4]([CH2:12][C:13]([OH:15])=[O:14])[CH:5]=[C:6]([C:8]([F:11])([F:10])[F:9])[CH:7]=1.C(Cl)(=[S:18])N.[CH2:20]([N:22]([CH2:25]C)[CH2:23]C)C. (8) Given the product [CH3:34][O:33][C:31](=[O:32])[C:30]1[CH:35]=[CH:36][C:27]([CH2:26][N:12]2[CH:13]=[C:9]([C:3]3[CH:4]=[CH:5][C:6]([Cl:8])=[CH:7][C:2]=3[Cl:1])[N:10]=[C:11]2[C:14]2([C:17]3[CH:18]=[CH:19][C:20]([O:23][CH3:24])=[CH:21][CH:22]=3)[CH2:15][CH2:16]2)=[CH:28][CH:29]=1, predict the reactants needed to synthesize it. The reactants are: [Cl:1][C:2]1[CH:7]=[C:6]([Cl:8])[CH:5]=[CH:4][C:3]=1[C:9]1[N:10]=[C:11]([C:14]2([C:17]3[CH:22]=[CH:21][C:20]([O:23][CH3:24])=[CH:19][CH:18]=3)[CH2:16][CH2:15]2)[NH:12][CH:13]=1.Br[CH2:26][C:27]1[CH:36]=[CH:35][C:30]([C:31]([O:33][CH3:34])=[O:32])=[CH:29][CH:28]=1. (9) Given the product [CH3:24][C:25]1([CH3:40])[C:29]2=[N:30][CH:31]=[C:32]([N:34]3[CH2:39][CH2:38][O:37][CH2:36][CH2:35]3)[CH:33]=[C:28]2[N:27]([C:2]2[C:11]3[C:6](=[CH:7][C:8]([F:13])=[CH:9][C:10]=3[F:12])[N:5]=[C:4]([CH2:14][C:15]3[CH:16]=[C:17]([CH:20]=[CH:21][CH:22]=3)[C:18]#[N:19])[C:3]=2[CH3:23])[CH2:26]1, predict the reactants needed to synthesize it. The reactants are: Cl[C:2]1[C:11]2[C:6](=[CH:7][C:8]([F:13])=[CH:9][C:10]=2[F:12])[N:5]=[C:4]([CH2:14][C:15]2[CH:16]=[C:17]([CH:20]=[CH:21][CH:22]=2)[C:18]#[N:19])[C:3]=1[CH3:23].[CH3:24][C:25]1([CH3:40])[C:29]2=[N:30][CH:31]=[C:32]([N:34]3[CH2:39][CH2:38][O:37][CH2:36][CH2:35]3)[CH:33]=[C:28]2[NH:27][CH2:26]1.C1(P(C2CCCCC2)C2C=CC=CC=2C2C(C(C)C)=CC(C(C)C)=CC=2C(C)C)CCCCC1.CC(C)([O-])C.[Na+]. (10) Given the product [Br:1][C:2]1[CH:10]=[CH:9][C:5]([C:6]([NH:17][CH2:16][Si:13]([CH3:15])([CH3:14])[CH3:12])=[O:7])=[CH:4][C:3]=1[Cl:11], predict the reactants needed to synthesize it. The reactants are: [Br:1][C:2]1[CH:10]=[CH:9][C:5]([C:6](O)=[O:7])=[CH:4][C:3]=1[Cl:11].[CH3:12][Si:13]([CH2:16][NH2:17])([CH3:15])[CH3:14].O.